From a dataset of Full USPTO retrosynthesis dataset with 1.9M reactions from patents (1976-2016). Predict the reactants needed to synthesize the given product. Given the product [CH3:18][N:7]1[CH2:6][CH2:5][N:4]([CH2:8][C:9]2[CH:17]=[CH:16][C:12]([C:13]([OH:15])=[O:14])=[CH:11][CH:10]=2)[CH2:3][C:2]1=[O:1], predict the reactants needed to synthesize it. The reactants are: [O:1]=[C:2]1[NH:7][CH2:6][CH2:5][N:4]([CH2:8][C:9]2[CH:17]=[CH:16][C:12]([C:13]([OH:15])=[O:14])=[CH:11][CH:10]=2)[CH2:3]1.[CH3:18]N1CCNCC1=O.